From a dataset of TCR-epitope binding with 47,182 pairs between 192 epitopes and 23,139 TCRs. Binary Classification. Given a T-cell receptor sequence (or CDR3 region) and an epitope sequence, predict whether binding occurs between them. Result: 0 (the TCR does not bind to the epitope). The epitope is SEETGTLIV. The TCR CDR3 sequence is CATSEAASSWTGELFF.